Dataset: NCI-60 drug combinations with 297,098 pairs across 59 cell lines. Task: Regression. Given two drug SMILES strings and cell line genomic features, predict the synergy score measuring deviation from expected non-interaction effect. Drug 1: CS(=O)(=O)C1=CC(=C(C=C1)C(=O)NC2=CC(=C(C=C2)Cl)C3=CC=CC=N3)Cl. Drug 2: CC12CCC3C(C1CCC2=O)CC(=C)C4=CC(=O)C=CC34C. Cell line: OVCAR-4. Synergy scores: CSS=48.5, Synergy_ZIP=0.144, Synergy_Bliss=-1.26, Synergy_Loewe=-1.45, Synergy_HSA=-1.65.